From a dataset of Full USPTO retrosynthesis dataset with 1.9M reactions from patents (1976-2016). Predict the reactants needed to synthesize the given product. Given the product [F:26][C:23]1[CH:24]=[CH:25][C:20]([CH2:19][C:18]([NH:17][C:14]2[CH:13]=[CH:12][C:11]([C:6]3[CH:7]=[CH:8][C:9]4[N:4]([N:3]=[C:2]([NH:1][C:29]5[CH:34]=[CH:33][C:32]([C:35]([N:37]6[CH2:38][CH2:39][O:40][CH2:41][CH2:42]6)=[O:36])=[CH:31][C:30]=5[O:43][CH3:44])[N:10]=4)[N:5]=3)=[CH:16][CH:15]=2)=[O:27])=[CH:21][CH:22]=1, predict the reactants needed to synthesize it. The reactants are: [NH2:1][C:2]1[N:10]=[C:9]2[N:4]([N:5]=[C:6]([C:11]3[CH:16]=[CH:15][C:14]([NH:17][C:18](=[O:27])[CH2:19][C:20]4[CH:25]=[CH:24][C:23]([F:26])=[CH:22][CH:21]=4)=[CH:13][CH:12]=3)[CH:7]=[CH:8]2)[N:3]=1.Br[C:29]1[CH:34]=[CH:33][C:32]([C:35]([N:37]2[CH2:42][CH2:41][O:40][CH2:39][CH2:38]2)=[O:36])=[CH:31][C:30]=1[O:43][CH3:44].CC(C1C=C(C(C)C)C(C2C=CC=CC=2P(C2CCCCC2)C2CCCCC2)=C(C(C)C)C=1)C.